From a dataset of Forward reaction prediction with 1.9M reactions from USPTO patents (1976-2016). Predict the product of the given reaction. (1) Given the reactants C(OC(=O)C1C=CC(CN2C(=O)C3C=C(C#CCC4C=CC=CC=4)C=CC=3N(C)S2=O)=CC=1)(C)(C)C.C([O:41][C:42](=[O:72])[C:43]1[CH:48]=[CH:47][C:46]([CH2:49][N:50]2[C:55](=[O:56])[NH:54][C:53]3[CH:57]=[CH:58][C:59]([C:61]#[C:62][CH2:63][C:64]4[CH:69]=[CH:68][CH:67]=[CH:66][CH:65]=4)=[CH:60][C:52]=3[S:51]2(=[O:71])=[O:70])=[CH:45][CH:44]=1)(C)(C)C, predict the reaction product. The product is: [O:71]=[S:51]1(=[O:70])[C:52]2[CH:60]=[C:59]([C:61]#[C:62][CH2:63][C:64]3[CH:65]=[CH:66][CH:67]=[CH:68][CH:69]=3)[CH:58]=[CH:57][C:53]=2[NH:54][C:55](=[O:56])[N:50]1[CH2:49][C:46]1[CH:45]=[CH:44][C:43]([C:42]([OH:72])=[O:41])=[CH:48][CH:47]=1. (2) Given the reactants Cl[CH2:2][C:3]([N:5]1[C:14]2[C:9](=[CH:10][CH:11]=[CH:12][CH:13]=2)[CH2:8][CH2:7][CH2:6]1)=[O:4].[CH3:15][N:16]1[C:20]([C:21]2[CH:26]=[CH:25][CH:24]=[CH:23][CH:22]=2)=[CH:19][N:18]=[C:17]1[SH:27], predict the reaction product. The product is: [N:5]1([C:3](=[O:4])[CH2:2][S:27][C:17]2[N:16]([CH3:15])[C:20]([C:21]3[CH:26]=[CH:25][CH:24]=[CH:23][CH:22]=3)=[CH:19][N:18]=2)[C:14]2[C:9](=[CH:10][CH:11]=[CH:12][CH:13]=2)[CH2:8][CH2:7][CH2:6]1. (3) Given the reactants [CH3:1][N:2]1[CH:7]=[C:6](B2OC(C)(C)C(C)(C)O2)[CH:5]=[C:4]([NH:17][C:18]2[CH:23]=[CH:22][C:21]([N:24]3[CH2:29][CH2:28][N:27]([CH:30]4[CH2:33][O:32][CH2:31]4)[CH2:26][C@H:25]3[CH3:34])=[CH:20][N:19]=2)[C:3]1=[O:35].Br[C:37]1[CH:44]=[C:43]([F:45])[CH:42]=[C:41]([N:46]2[N:55]=[CH:54][C:53]3[C:48](=[C:49]([F:60])[CH:50]=[C:51]([C:56]([CH3:59])([CH3:58])[CH3:57])[CH:52]=3)[C:47]2=[O:61])[C:38]=1[CH:39]=[O:40].[O-]P([O-])([O-])=O.[K+].[K+].[K+].CC([O-])=O.[Na+], predict the reaction product. The product is: [C:56]([C:51]1[CH:52]=[C:53]2[C:48](=[C:49]([F:60])[CH:50]=1)[C:47](=[O:61])[N:46]([C:41]1[CH:42]=[C:43]([F:45])[CH:44]=[C:37]([C:6]3[CH:5]=[C:4]([NH:17][C:18]4[CH:23]=[CH:22][C:21]([N:24]5[CH2:29][CH2:28][N:27]([CH:30]6[CH2:31][O:32][CH2:33]6)[CH2:26][C@H:25]5[CH3:34])=[CH:20][N:19]=4)[C:3](=[O:35])[N:2]([CH3:1])[CH:7]=3)[C:38]=1[CH:39]=[O:40])[N:55]=[CH:54]2)([CH3:59])([CH3:57])[CH3:58]. (4) Given the reactants [NH2:1][C:2]([CH3:18])([CH2:5][O:6][C:7]1[C:8]([F:17])=[CH:9][C:10]2[CH2:14][O:13][B:12]([OH:15])[C:11]=2[CH:16]=1)[C:3]#[N:4].[F:19][C:20]([F:32])([F:31])[O:21][C:22]1[CH:30]=[CH:29][C:25]([C:26](O)=[O:27])=[CH:24][CH:23]=1.CN(C(ON1N=NC2C=CC=NC1=2)=[N+](C)C)C.F[P-](F)(F)(F)(F)F.CCN(C(C)C)C(C)C, predict the reaction product. The product is: [C:3]([C:2]([NH:1][C:26](=[O:27])[C:25]1[CH:29]=[CH:30][C:22]([O:21][C:20]([F:19])([F:31])[F:32])=[CH:23][CH:24]=1)([CH3:18])[CH2:5][O:6][C:7]1[C:8]([F:17])=[CH:9][C:10]2[CH2:14][O:13][B:12]([OH:15])[C:11]=2[CH:16]=1)#[N:4]. (5) Given the reactants [C:1]([C:3]1[S:7][C:6]([C:8]2[CH:9]=[C:10]3[C:15](=[CH:16][CH:17]=2)[C:14](=[O:18])[N:13]([CH2:19][CH:20]([CH3:22])[CH3:21])[C:12]([CH2:23][NH:24]C(=O)OC(C)(C)C)=[C:11]3[C:32]2[CH:37]=[CH:36][CH:35]=[CH:34][CH:33]=2)=[N:5][C:4]=1[CH3:38])#[N:2].[ClH:39], predict the reaction product. The product is: [ClH:39].[NH2:24][CH2:23][C:12]1[N:13]([CH2:19][CH:20]([CH3:22])[CH3:21])[C:14](=[O:18])[C:15]2[C:10]([C:11]=1[C:32]1[CH:33]=[CH:34][CH:35]=[CH:36][CH:37]=1)=[CH:9][C:8]([C:6]1[S:7][C:3]([C:1]#[N:2])=[C:4]([CH3:38])[N:5]=1)=[CH:17][CH:16]=2. (6) Given the reactants [Cl:1][C:2]1[CH:28]=[CH:27][CH:26]=[CH:25][C:3]=1[O:4][C:5]1[CH:10]=[CH:9][C:8]([C:11]2[O:15][N:14]=[C:13]([C:16]3[S:20][C:19]([CH2:21]O)=[CH:18][C:17]=3[CH2:23][CH3:24])[N:12]=2)=[CH:7][CH:6]=1.C(Br)(Br)(Br)Br.C1(P(C2C=CC=CC=2)C2C=CC=CC=2)C=CC=CC=1.Cl.[NH:54]1[CH2:57][CH:56]([C:58]([O:60][CH3:61])=[O:59])[CH2:55]1.C(N(CC)C(C)C)(C)C, predict the reaction product. The product is: [Cl:1][C:2]1[CH:28]=[CH:27][CH:26]=[CH:25][C:3]=1[O:4][C:5]1[CH:10]=[CH:9][C:8]([C:11]2[O:15][N:14]=[C:13]([C:16]3[S:20][C:19]([CH2:21][N:54]4[CH2:57][CH:56]([C:58]([O:60][CH3:61])=[O:59])[CH2:55]4)=[CH:18][C:17]=3[CH2:23][CH3:24])[N:12]=2)=[CH:7][CH:6]=1. (7) Given the reactants [Br:1][C:2]1[CH:13]=[CH:12][C:5]([O:6][CH2:7][CH2:8][CH2:9][CH2:10][NH2:11])=[CH:4][CH:3]=1.[CH:14]1[C:26]2[CH:25]([CH2:27][O:28][C:29](=[O:108])[NH:30][CH2:31][CH2:32][O:33][CH2:34][CH2:35][O:36][CH2:37][CH2:38][O:39][CH2:40][CH2:41][O:42][CH2:43][CH2:44][O:45][CH2:46][CH2:47][O:48][CH2:49][CH2:50][O:51][CH2:52][CH2:53][O:54][CH2:55][CH2:56][O:57][CH2:58][CH2:59][O:60][CH2:61][CH2:62][O:63][CH2:64][CH2:65][O:66][CH2:67][CH2:68][O:69][CH2:70][CH2:71][O:72][CH2:73][CH2:74][O:75][CH2:76][CH2:77][O:78][CH2:79][CH2:80][O:81][CH2:82][CH2:83][O:84][CH2:85][CH2:86][O:87][CH2:88][CH2:89][O:90][CH2:91][CH2:92][O:93][CH2:94][CH2:95][O:96][CH2:97][CH2:98][O:99][CH2:100][CH2:101][O:102][CH2:103][CH2:104][C:105](O)=[O:106])[C:24]3[C:19](=[CH:20][CH:21]=[CH:22][CH:23]=3)[C:18]=2[CH:17]=[CH:16][CH:15]=1.ClCCl, predict the reaction product. The product is: [Br:1][C:2]1[CH:13]=[CH:12][C:5]([O:6][CH2:7][CH2:8][CH2:9][CH2:10][NH:11][C:105](=[O:106])[CH2:104][CH2:103][O:102][CH2:101][CH2:100][O:99][CH2:98][CH2:97][O:96][CH2:95][CH2:94][O:93][CH2:92][CH2:91][O:90][CH2:89][CH2:88][O:87][CH2:86][CH2:85][O:84][CH2:83][CH2:82][O:81][CH2:80][CH2:79][O:78][CH2:77][CH2:76][O:75][CH2:74][CH2:73][O:72][CH2:71][CH2:70][O:69][CH2:68][CH2:67][O:66][CH2:65][CH2:64][O:63][CH2:62][CH2:61][O:60][CH2:59][CH2:58][O:57][CH2:56][CH2:55][O:54][CH2:53][CH2:52][O:51][CH2:50][CH2:49][O:48][CH2:47][CH2:46][O:45][CH2:44][CH2:43][O:42][CH2:41][CH2:40][O:39][CH2:38][CH2:37][O:36][CH2:35][CH2:34][O:33][CH2:32][CH2:31][NH:30][C:29](=[O:108])[O:28][CH2:27][CH:25]2[C:26]3[CH:14]=[CH:15][CH:16]=[CH:17][C:18]=3[C:19]3[C:24]2=[CH:23][CH:22]=[CH:21][CH:20]=3)=[CH:4][CH:3]=1.